Dataset: Forward reaction prediction with 1.9M reactions from USPTO patents (1976-2016). Task: Predict the product of the given reaction. Given the reactants [CH:1]1([N:7]2[CH2:13][C:12]([F:15])([F:14])[C:11](=[O:16])[N:10]([CH3:17])[C:9]3[CH:18]=[N:19][C:20]([NH:22][C:23]4[CH:31]=[CH:30][C:26]([C:27]([OH:29])=O)=[CH:25][C:24]=4[O:32][CH3:33])=[N:21][C:8]2=3)[CH2:6][CH2:5][CH2:4][CH2:3][CH2:2]1.CN(C(ON1N=NC2C=CC=NC1=2)=[N+](C)C)C.F[P-](F)(F)(F)(F)F.[NH2:58][C@H:59]1[CH2:64][CH2:63][CH2:62][CH2:61][C@H:60]1[OH:65], predict the reaction product. The product is: [CH:1]1([N:7]2[CH2:13][C:12]([F:14])([F:15])[C:11](=[O:16])[N:10]([CH3:17])[C:9]3[CH:18]=[N:19][C:20]([NH:22][C:23]4[CH:31]=[CH:30][C:26]([C:27]([NH:58][C@@H:59]5[CH2:64][CH2:63][CH2:62][CH2:61][C@@H:60]5[OH:65])=[O:29])=[CH:25][C:24]=4[O:32][CH3:33])=[N:21][C:8]2=3)[CH2:6][CH2:5][CH2:4][CH2:3][CH2:2]1.